This data is from Reaction yield outcomes from USPTO patents with 853,638 reactions. The task is: Predict the reaction yield, written as a fraction of the theoretical maximum amount of product (1.0 means a 100% yield; for example, 0.34 means a 34% yield). (1) The reactants are [CH2:1]([C:3]1[C:8](=[O:9])[NH:7][C:6]([CH3:10])=[C:5]([C:11]2[O:15][C:14]([C:16]([OH:18])=O)=[CH:13][CH:12]=2)[CH:4]=1)[CH3:2].[CH3:19][NH:20][CH3:21]. No catalyst specified. The product is [CH3:19][N:20]([CH3:21])[C:16]([C:14]1[O:15][C:11]([C:5]2[CH:4]=[C:3]([CH2:1][CH3:2])[C:8](=[O:9])[NH:7][C:6]=2[CH3:10])=[CH:12][CH:13]=1)=[O:18]. The yield is 0.500. (2) The reactants are [I:1][C:2]1[C:3]([S:11][C:12]2[NH:13][C:14]3[C:19]([N:20]=2)=[C:18]([NH2:21])[N:17]=[CH:16][N:15]=3)=[CH:4][C:5]2[O:9][CH2:8][O:7][C:6]=2[CH:10]=1.O.[C:23]([O-:26])([O-])=O.[Cs+].[Cs+].[CH3:29][N:30]([CH:32]=[O:33])C. No catalyst specified. The product is [NH2:21][C:18]1[N:17]=[CH:16][N:15]=[C:14]2[C:19]=1[N:20]=[C:12]([S:11][C:3]1[C:2]([I:1])=[CH:10][C:6]3[O:7][CH2:8][O:9][C:5]=3[CH:4]=1)[N:13]2[CH2:18][CH2:19][CH2:14][CH2:29][N:30]1[C:32](=[O:33])[C:3]2[C:2](=[CH:10][CH:6]=[CH:5][CH:4]=2)[C:23]1=[O:26]. The yield is 0.980. (3) The reactants are CS([C:4]1[N:9]=[C:8]2[N:10]([CH3:36])[C:11](=[O:35])[N:12]([C:15]3[CH:16]=[C:17]([NH:22][C:23](=[O:34])[C:24]4[CH:29]=[CH:28][CH:27]=[C:26]([C:30]([F:33])([F:32])[F:31])[CH:25]=4)[CH:18]=[CH:19][C:20]=3[CH3:21])[C:13](=[O:14])[C:7]2=[CH:6][N:5]=1)=O.[CH3:37][NH2:38]. The catalyst is C1COCC1. The product is [CH3:21][C:20]1[CH:19]=[CH:18][C:17]([NH:22][C:23](=[O:34])[C:24]2[CH:29]=[CH:28][CH:27]=[C:26]([C:30]([F:32])([F:31])[F:33])[CH:25]=2)=[CH:16][C:15]=1[N:12]1[C:13](=[O:14])[C:7]2[C:8](=[N:9][C:4]([NH:38][CH3:37])=[N:5][CH:6]=2)[N:10]([CH3:36])[C:11]1=[O:35]. The yield is 0.710. (4) The reactants are [Cl:1][C:2]1[CH:7]=[CH:6][C:5]([CH:8]2[CH2:13][C:12](=[O:14])[NH:11][C:10]([CH3:15])=[C:9]2[C:16]([OH:18])=O)=[C:4]([F:19])[CH:3]=1.[NH:20]1[C:28]2[C:23](=[CH:24][C:25]([NH2:29])=[CH:26][CH:27]=2)[CH:22]=[N:21]1.C(Cl)CCl.CCN(CC)CC. The catalyst is CN(C1C=CN=CC=1)C.CN(C=O)C.CCOC(C)=O.Cl. The product is [Cl:1][C:2]1[CH:7]=[CH:6][C:5]([CH:8]2[CH2:13][C:12](=[O:14])[NH:11][C:10]([CH3:15])=[C:9]2[C:16]([NH:29][C:25]2[CH:24]=[C:23]3[C:28](=[CH:27][CH:26]=2)[NH:20][N:21]=[CH:22]3)=[O:18])=[C:4]([F:19])[CH:3]=1. The yield is 0.280. (5) The reactants are [OH:1][C:2]1[CH:7]=[CH:6][C:5]([N:8]2[C:13](=[O:14])[C:12]([CH2:15][C:16]3[CH:21]=[CH:20][C:19]([C:22]4[C:23]([C:28]#[N:29])=[CH:24][CH:25]=[CH:26][CH:27]=4)=[CH:18][CH:17]=3)=[C:11]([CH2:30][CH2:31][CH3:32])[N:10]=[C:9]2[CH3:33])=[CH:4][CH:3]=1.Br[CH:35]([CH3:39])[C:36]([NH2:38])=[O:37].C(=O)([O-])[O-].[Cs+].[Cs+].C(OCC)(=O)C. The catalyst is CN(C)C=O.O. The product is [C:28]([C:23]1[CH:24]=[CH:25][CH:26]=[CH:27][C:22]=1[C:19]1[CH:20]=[CH:21][C:16]([CH2:15][C:12]2[C:13](=[O:14])[N:8]([C:5]3[CH:4]=[CH:3][C:2]([O:1][CH:35]([CH3:39])[C:36]([NH2:38])=[O:37])=[CH:7][CH:6]=3)[C:9]([CH3:33])=[N:10][C:11]=2[CH2:30][CH2:31][CH3:32])=[CH:17][CH:18]=1)#[N:29]. The yield is 0.880. (6) The reactants are Cl.CN(C)CCCN=C=NCC.[C:13]([CH2:16][CH2:17][CH2:18][O:19][C:20]1[CH:29]=[C:28]2[C:23]([C:24]([NH:30][C:31]3[CH:36]=[CH:35][C:34]([Cl:37])=[CH:33][C:32]=3[F:38])=[N:25][CH:26]=[N:27]2)=[CH:22][C:21]=1[O:39][CH3:40])(O)=[O:14].[NH:41]1[CH2:46][CH2:45][O:44][CH2:43][CH2:42]1. The catalyst is CN(C)C1C=CN=CC=1.CN(C=O)C. The product is [Cl:37][C:34]1[CH:35]=[CH:36][C:31]([NH:30][C:24]2[C:23]3[C:28](=[CH:29][C:20]([O:19][CH2:18][CH2:17][CH2:16][C:13]([N:41]4[CH2:46][CH2:45][O:44][CH2:43][CH2:42]4)=[O:14])=[C:21]([O:39][CH3:40])[CH:22]=3)[N:27]=[CH:26][N:25]=2)=[C:32]([F:38])[CH:33]=1. The yield is 0.460. (7) The reactants are [CH2:1]([NH:8][CH2:9][C:10]1[NH:11][CH:12]=[C:13]([C:15]2[CH:20]=[CH:19][C:18]([C:21]3[CH:26]=[CH:25][CH:24]=[CH:23][CH:22]=3)=[CH:17][CH:16]=2)[N:14]=1)[C:2]1[CH:7]=[CH:6][CH:5]=[CH:4][CH:3]=1.C(=O)([O-])[O-].[K+].[K+].[Br-].[CH3:34][CH2:35][CH2:36][CH2:37][CH2:38][CH3:39].O. The catalyst is CN(C)C=O. The product is [CH2:1]([N:8]([CH2:9][C:10]1[NH:11][CH:12]=[C:13]([C:15]2[CH:16]=[CH:17][C:18]([C:21]3[CH:26]=[CH:25][CH:24]=[CH:23][CH:22]=3)=[CH:19][CH:20]=2)[N:14]=1)[CH2:34][CH2:35][CH2:36][CH2:37][CH2:38][CH3:39])[C:2]1[CH:3]=[CH:4][CH:5]=[CH:6][CH:7]=1. The yield is 0.130. (8) The reactants are CC1CC[C@@H](C(C)=C)CC=1.C([O-])([O-])=[O:12].C([O-])([O-])=O.OO.OO.OO.[Na+].[Na+].[Na+].[Na+].[C:29]1(=O)[O:34][C:32](=O)[C:31]2=CC=CC=C12.[C:40]1([CH3:46])[CH:45]=[CH:44][CH:43]=[CH:42][CH:41]=1. No catalyst specified. The product is [CH3:46][C:40]12[O:12][CH:45]1[CH2:44][CH:43]([C:32]1([CH3:31])[O:34][CH2:29]1)[CH2:42][CH2:41]2. The yield is 0.990. (9) The reactants are [N+:1]([C:4]1[CH:9]=[CH:8][C:7]([CH2:10][C:11]([OH:13])=O)=[CH:6][CH:5]=1)([O-])=O.CN(C=O)C.C(Cl)(=O)C(Cl)=O.[CH3:25][N:26]1[CH2:31][CH2:30][NH:29][CH2:28][CH2:27]1. The catalyst is C(Cl)Cl.CCN(CC)CC. The product is [NH2:1][C:4]1[CH:5]=[CH:6][C:7]([CH2:10][C:11]([N:29]2[CH2:30][CH2:31][N:26]([CH3:25])[CH2:27][CH2:28]2)=[O:13])=[CH:8][CH:9]=1. The yield is 1.00.